From a dataset of Reaction yield outcomes from USPTO patents with 853,638 reactions. Predict the reaction yield, written as a fraction of the theoretical maximum amount of product (1.0 means a 100% yield; for example, 0.34 means a 34% yield). (1) The reactants are [Br:1][C:2]1[CH:3]=[C:4]([NH2:8])[CH:5]=[N:6][CH:7]=1.[C:9]1([S:15](Cl)(=[O:17])=[O:16])[CH:14]=[CH:13][CH:12]=[CH:11][CH:10]=1. The catalyst is N1C=CC=CC=1. The product is [Br:1][C:2]1[CH:3]=[C:4]([NH:8][S:15]([C:9]2[CH:14]=[CH:13][CH:12]=[CH:11][CH:10]=2)(=[O:17])=[O:16])[CH:5]=[N:6][CH:7]=1. The yield is 0.770. (2) The yield is 0.190. The catalyst is CN(C=O)C. The reactants are [C:1]1([C:7]2[N:8]=[C:9]([C:12]3[C:13]([NH2:17])=[N:14][O:15][N:16]=3)[NH:10][CH:11]=2)[CH:6]=[CH:5][CH:4]=[CH:3][CH:2]=1.[H-].[Na+].[CH2:20](I)[CH:21]([CH3:23])[CH3:22]. The product is [CH2:20]([N:10]1[CH:11]=[C:7]([C:1]2[CH:2]=[CH:3][CH:4]=[CH:5][CH:6]=2)[N:8]=[C:9]1[C:12]1[C:13]([NH2:17])=[N:14][O:15][N:16]=1)[CH:21]([CH3:23])[CH3:22]. (3) The reactants are [Br:1][C:2]1[N:7]=[CH:6][C:5]([N:8]2[CH2:15][C@@H:14]3[C@@H:10]([N:11]([C:16]([O:18][C:19]([CH3:22])([CH3:21])[CH3:20])=[O:17])[CH2:12][CH2:13]3)[CH2:9]2)=[CH:4][C:3]=1[CH2:23]OS(C)(=O)=O.[C-:29]#[N:30].[K+]. The catalyst is CN(C)C=O. The product is [Br:1][C:2]1[N:7]=[CH:6][C:5]([N:8]2[CH2:15][C@@H:14]3[C@@H:10]([N:11]([C:16]([O:18][C:19]([CH3:22])([CH3:21])[CH3:20])=[O:17])[CH2:12][CH2:13]3)[CH2:9]2)=[CH:4][C:3]=1[CH2:23][C:29]#[N:30]. The yield is 0.390. (4) The reactants are [Cl:1][C:2]1[C:3]([N+:9]([O-])=O)=[C:4]([OH:8])[CH:5]=[CH:6][CH:7]=1. The catalyst is CO.[Pd]. The product is [NH2:9][C:3]1[C:2]([Cl:1])=[CH:7][CH:6]=[CH:5][C:4]=1[OH:8]. The yield is 0.520. (5) The reactants are [N:1]1[CH:6]=[CH:5][CH:4]=[C:3]([C:7]2[CH:8]=[C:9]([C:17]3[CH:22]=[CH:21][CH:20]=[CH:19][N:18]=3)[C:10]3[S:14][C:13]([NH2:15])=[N:12][C:11]=3[CH:16]=2)[CH:2]=1.C(N(CC)CC)C.Cl[C:31]([O:33][CH2:34][CH3:35])=[O:32]. The catalyst is C1(C)C=CC=CC=1. The product is [CH2:34]([O:33][C:31](=[O:32])[NH:15][C:13]1[S:14][C:10]2[C:9]([C:17]3[CH:22]=[CH:21][CH:20]=[CH:19][N:18]=3)=[CH:8][C:7]([C:3]3[CH:2]=[N:1][CH:6]=[CH:5][CH:4]=3)=[CH:16][C:11]=2[N:12]=1)[CH3:35]. The yield is 0.380. (6) The reactants are Br[C:2]1[CH:3]=[N:4][CH:5]=[CH:6][C:7]=1[N:8]1[CH2:13][CH2:12][CH:11]([C:14]([NH2:16])=[O:15])[CH2:10][CH2:9]1.[CH3:17][O:18][C:19]1[CH:24]=[CH:23][C:22](B(O)O)=[CH:21][CH:20]=1.C(=O)([O-])[O-].[Na+].[Na+]. The catalyst is C1C=CC([P]([Pd]([P](C2C=CC=CC=2)(C2C=CC=CC=2)C2C=CC=CC=2)([P](C2C=CC=CC=2)(C2C=CC=CC=2)C2C=CC=CC=2)[P](C2C=CC=CC=2)(C2C=CC=CC=2)C2C=CC=CC=2)(C2C=CC=CC=2)C2C=CC=CC=2)=CC=1.C(#N)C. The product is [CH3:17][O:18][C:19]1[CH:24]=[CH:23][C:22]([C:2]2[CH:3]=[N:4][CH:5]=[CH:6][C:7]=2[N:8]2[CH2:13][CH2:12][CH:11]([C:14]([NH2:16])=[O:15])[CH2:10][CH2:9]2)=[CH:21][CH:20]=1. The yield is 0.890. (7) The reactants are [NH2:1][C:2]1[CH:10]=[C:9]([Cl:11])[CH:8]=[CH:7][C:3]=1[C:4]([OH:6])=[O:5].Cl[C:13](Cl)([O:15]C(=O)OC(Cl)(Cl)Cl)Cl. The catalyst is C(#N)C.ClCCl.O.N1C=CC=CC=1. The product is [Cl:11][C:9]1[CH:8]=[CH:7][C:3]2[C:4](=[O:6])[O:5][C:13](=[O:15])[NH:1][C:2]=2[CH:10]=1. The yield is 0.740.